This data is from Full USPTO retrosynthesis dataset with 1.9M reactions from patents (1976-2016). The task is: Predict the reactants needed to synthesize the given product. (1) Given the product [CH3:20][C@@:30]1([CH2:31][N:7]2[CH:8]=[C:4]([N+:1]([O-:3])=[O:2])[N:5]=[C:6]2[S:9][C:10]2[CH:15]=[CH:14][CH:13]=[CH:12][C:11]=2[N+:16]([O-:18])=[O:17])[CH2:26][O:29]1, predict the reactants needed to synthesize it. The reactants are: [N+:1]([C:4]1[N:5]=[C:6]([S:9][C:10]2[CH:15]=[CH:14][CH:13]=[CH:12][C:11]=2[N+:16]([O-:18])=[O:17])[NH:7][CH:8]=1)([O-:3])=[O:2].[K].[C:20](=O)([O-])[O-].[F-].[Cs+].[C:26]([O:29][CH2:30][CH3:31])(=O)C. (2) The reactants are: [N+:1]([C:4]1[CH:9]=[CH:8][C:7]([CH2:10][CH2:11][C:12]#[N:13])=[CH:6][CH:5]=1)([O-])=O.O.NN. Given the product [NH2:13][CH2:12][CH2:11][CH2:10][C:7]1[CH:6]=[CH:5][C:4]([NH2:1])=[CH:9][CH:8]=1, predict the reactants needed to synthesize it. (3) The reactants are: [C:1]([C:3]1[CH:4]=[C:5]([CH:9]=[CH:10][C:11]=1[O:12][CH3:13])[C:6]([OH:8])=O)#[N:2].[CH3:14][O:15][C:16]1[CH:17]=[C:18]([CH:20]=[C:21]([O:25][CH3:26])[C:22]=1[O:23][CH3:24])[NH2:19]. Given the product [CH3:26][O:25][C:21]1[CH:20]=[C:18]([NH:19][C:6](=[O:8])[C:5]2[CH:9]=[CH:10][C:11]([O:12][CH3:13])=[C:3]([C:1]#[N:2])[CH:4]=2)[CH:17]=[C:16]([O:15][CH3:14])[C:22]=1[O:23][CH3:24], predict the reactants needed to synthesize it.